This data is from Catalyst prediction with 721,799 reactions and 888 catalyst types from USPTO. The task is: Predict which catalyst facilitates the given reaction. (1) Reactant: [Cl:1][C:2]1[C:10]2[N:9]=[C:8]3[N:11]([C:15]4[CH:20]=[CH:19][C:18]([Cl:21])=[CH:17][C:16]=4[Cl:22])[CH2:12][CH2:13][CH2:14][N:7]3[C:6]=2[C:5]([CH:23]([OH:26])[CH2:24][CH3:25])=[CH:4][CH:3]=1.[C:27](O[C:27](=[O:31])[CH:28]([CH3:30])[CH3:29])(=[O:31])[CH:28]([CH3:30])[CH3:29].C(=O)(O)[O-].[Na+]. Product: [CH3:29][CH:28]([CH3:30])[C:27]([O:26][CH:23]([C:5]1[C:6]2[N:7]3[CH2:14][CH2:13][CH2:12][N:11]([C:15]4[CH:20]=[CH:19][C:18]([Cl:21])=[CH:17][C:16]=4[Cl:22])[C:8]3=[N:9][C:10]=2[C:2]([Cl:1])=[CH:3][CH:4]=1)[CH2:24][CH3:25])=[O:31]. The catalyst class is: 17. (2) Reactant: [OH:1][C@H:2]([C:22]1[CH:27]=[CH:26][CH:25]=[CH:24][CH:23]=1)[C@@H:3]([CH2:18][CH2:19][C:20]#[CH:21])[C:4](N1[C@@H](C2C=CC=CC=2)COC1=O)=[O:5].[O:28]1CCCC1.OO.[OH-].[Li+]. Product: [OH:1][C@H:2]([C:22]1[CH:27]=[CH:26][CH:25]=[CH:24][CH:23]=1)[C@@H:3]([CH2:18][CH2:19][C:20]#[CH:21])[C:4]([OH:5])=[O:28]. The catalyst class is: 6.